This data is from Reaction yield outcomes from USPTO patents with 853,638 reactions. The task is: Predict the reaction yield, written as a fraction of the theoretical maximum amount of product (1.0 means a 100% yield; for example, 0.34 means a 34% yield). (1) The reactants are [S:1]1[C:5]([C:6]2[CH:7]=[C:8]([NH2:15])[CH:9]=[C:10]3[C:14]=2[NH:13][N:12]=[CH:11]3)=[CH:4][C:3]2[CH:16]=[CH:17][CH:18]=[CH:19][C:2]1=2.C(N(C(C)C)C(C)C)C.[O:29]=[C:30]1[NH:35][C:34]2[CH:36]=[C:37]([S:40](Cl)(=[O:42])=[O:41])[CH:38]=[CH:39][C:33]=2[O:32][CH2:31]1. The catalyst is CN(C=O)C. The product is [S:1]1[C:5]([C:6]2[CH:7]=[C:8]([NH:15][S:40]([C:37]3[CH:38]=[CH:39][C:33]4[O:32][CH2:31][C:30](=[O:29])[NH:35][C:34]=4[CH:36]=3)(=[O:42])=[O:41])[CH:9]=[C:10]3[C:14]=2[NH:13][N:12]=[CH:11]3)=[CH:4][C:3]2[CH:16]=[CH:17][CH:18]=[CH:19][C:2]1=2. The yield is 0.580. (2) The reactants are [CH3:1][O:2][C:3](=[O:29])[CH2:4][CH2:5][CH:6]([NH:14][C:15]([C:17]1[CH:22]=[CH:21][C:20]([C:23]2[CH:28]=[CH:27][CH:26]=[CH:25][CH:24]=2)=[CH:19][CH:18]=1)=[O:16])[C:7]([O:9]C(C)(C)C)=[O:8].C(O)(C(F)(F)F)=O. The catalyst is ClC(Cl)C. The product is [CH3:1][O:2][C:3](=[O:29])[CH2:4][CH2:5][CH:6]([NH:14][C:15]([C:17]1[CH:18]=[CH:19][C:20]([C:23]2[CH:24]=[CH:25][CH:26]=[CH:27][CH:28]=2)=[CH:21][CH:22]=1)=[O:16])[C:7]([OH:9])=[O:8]. The yield is 0.870.